From a dataset of Full USPTO retrosynthesis dataset with 1.9M reactions from patents (1976-2016). Predict the reactants needed to synthesize the given product. Given the product [CH2:23]([O:30][CH2:31][C:32](=[O:33])[CH2:21][C:20](=[O:22])[C:16](=[N:15][NH:14][C:9]1[CH:10]=[CH:11][CH:12]=[CH:13][C:8]=1[O:7][C:3]([CH3:6])([CH3:4])[CH3:5])[C:17](=[O:19])[CH3:18])[C:24]1[CH:29]=[CH:28][CH:27]=[CH:26][CH:25]=1, predict the reactants needed to synthesize it. The reactants are: [H-].[Na+].[C:3]([O:7][C:8]1[CH:13]=[CH:12][CH:11]=[CH:10][C:9]=1[NH:14][N:15]=[C:16]([C:20](=[O:22])[CH3:21])[C:17](=[O:19])[CH3:18])([CH3:6])([CH3:5])[CH3:4].[CH2:23]([O:30][CH2:31][C:32](Cl)=[O:33])[C:24]1[CH:29]=[CH:28][CH:27]=[CH:26][CH:25]=1.O.